From a dataset of Peptide-MHC class II binding affinity with 134,281 pairs from IEDB. Regression. Given a peptide amino acid sequence and an MHC pseudo amino acid sequence, predict their binding affinity value. This is MHC class II binding data. The peptide sequence is FFHMNIYECKGVTVK. The MHC is DRB3_0202 with pseudo-sequence DRB3_0202. The binding affinity (normalized) is 0.441.